From a dataset of Catalyst prediction with 721,799 reactions and 888 catalyst types from USPTO. Predict which catalyst facilitates the given reaction. (1) Reactant: [Cl:1][C:2]1[CH:3]=[C:4]([C:9]2[N:14]=[C:13]([CH:15]3[CH2:17][CH2:16]3)[N:12]=[C:11](Cl)[C:10]=2[C:19]#[N:20])[CH:5]=[CH:6][C:7]=1[Cl:8].[SH:21][CH2:22][C:23]([NH2:25])=[O:24].C([O-])([O-])=O.[Na+].[Na+].CC[O-].[Na+]. Product: [NH2:20][C:19]1[C:10]2[C:9]([C:4]3[CH:5]=[CH:6][C:7]([Cl:8])=[C:2]([Cl:1])[CH:3]=3)=[N:14][C:13]([CH:15]3[CH2:17][CH2:16]3)=[N:12][C:11]=2[S:21][C:22]=1[C:23]([NH2:25])=[O:24]. The catalyst class is: 40. (2) Reactant: FC(F)(F)C(O)=O.[Cl:8][C:9]1[C:10]2[C:17]([C:18]([F:21])([F:20])[F:19])=[CH:16][N:15]([CH2:22][CH:23]3[CH2:28][CH2:27][NH:26][CH2:25][CH2:24]3)[C:11]=2[N:12]=[CH:13][N:14]=1.[CH3:29][S:30](Cl)(=[O:32])=[O:31]. Product: [Cl:8][C:9]1[C:10]2[C:17]([C:18]([F:19])([F:20])[F:21])=[CH:16][N:15]([CH2:22][CH:23]3[CH2:28][CH2:27][N:26]([S:30]([CH3:29])(=[O:32])=[O:31])[CH2:25][CH2:24]3)[C:11]=2[N:12]=[CH:13][N:14]=1. The catalyst class is: 2. (3) Reactant: [Cl:1][C:2]1[CH:3]=[C:4]([CH:7]=[CH:8][C:9]=1[OH:10])[C:5]#[N:6].C1C=CC(P(C2C=CC=CC=2)C2C=CC=CC=2)=CC=1.O[C@@H:31]1[C@@H:39]([N:40]2[CH2:45][CH2:44][CH2:43][C@@H:42]([NH:46]C(=O)OC(C)(C)C)[CH2:41]2)[C:34]2=[N:35][CH:36]=[CH:37][CH:38]=[C:33]2[CH2:32]1.N(C(OC(C)C)=O)=NC(OC(C)C)=O. Product: [NH2:46][C@@H:42]1[CH2:43][CH2:44][CH2:45][N:40]([C@H:39]2[C@H:31]([O:10][C:9]3[CH:8]=[CH:7][C:4]([C:5]#[N:6])=[CH:3][C:2]=3[Cl:1])[C:32]3=[N:35][CH:36]=[CH:37][CH:38]=[C:33]3[CH2:34]2)[CH2:41]1. The catalyst class is: 1. (4) Reactant: [CH3:1][C:2]1([CH3:19])[N:11]2[CH:12]3[CH2:17][CH2:16][NH:15][CH2:14][CH:13]3[C:9]3[C:10]2=[C:5]([CH:6]=[CH:7][CH:8]=3)[N:4]([CH3:18])[CH2:3]1.Cl[CH2:21][CH2:22][CH2:23][C:24]([C:26]1[CH:31]=[CH:30][C:29]([F:32])=[CH:28][CH:27]=1)=[O:25].C([O-])([O-])=O.[K+].[K+]. Product: [F:32][C:29]1[CH:28]=[CH:27][C:26]([C:24](=[O:25])[CH2:23][CH2:22][CH2:21][N:15]2[CH2:16][CH2:17][CH:12]3[N:11]4[C:10]5[C:9]([CH:13]3[CH2:14]2)=[CH:8][CH:7]=[CH:6][C:5]=5[N:4]([CH3:18])[CH2:3][C:2]4([CH3:19])[CH3:1])=[CH:31][CH:30]=1. The catalyst class is: 38. (5) Product: [C:12]([O:16][C:17]([N:19]1[C@@H:24]([C@@H:25]([OH:26])[C@@H:8]([N+:9]([O-:11])=[O:10])[CH2:7][C:1]2[CH:6]=[CH:5][CH:4]=[CH:3][CH:2]=2)[CH2:23][O:22][C@@H:21]([CH2:27][CH2:28][CH:29]2[CH2:30][CH2:31][CH2:32][CH2:33][CH2:34]2)[CH2:20]1)=[O:18])([CH3:15])([CH3:13])[CH3:14]. Reactant: [C:1]1([CH2:7][CH2:8][N+:9]([O-:11])=[O:10])[CH:6]=[CH:5][CH:4]=[CH:3][CH:2]=1.[C:12]([O:16][C:17]([N:19]1[C@@H:24]([CH:25]=[O:26])[CH2:23][O:22][C@@H:21]([CH2:27][CH2:28][CH:29]2[CH2:34][CH2:33][CH2:32][CH2:31][CH2:30]2)[CH2:20]1)=[O:18])([CH3:15])([CH3:14])[CH3:13].[F-].C([N+](CCCC)(CCCC)CCCC)CCC. The catalyst class is: 54. (6) Reactant: [CH3:1][O:2][CH2:3][CH:4]([NH:6][C:7]([C:9]1[CH:10]=[C:11]([C:22]2[CH:27]=[CH:26][C:25]([CH3:28])=[CH:24][CH:23]=2)[CH:12]=[C:13]([C:15](=[S:21])[CH:16]=[CH:17][N:18](C)C)[CH:14]=1)=[O:8])[CH3:5].C(O)C.CO.OOS(N)(=O)=O. Product: [CH3:1][O:2][CH2:3][CH:4]([NH:6][C:7]([C:9]1[CH:10]=[C:11]([C:22]2[CH:27]=[CH:26][C:25]([CH3:28])=[CH:24][CH:23]=2)[CH:12]=[C:13]([C:15]2[S:21][N:18]=[CH:17][CH:16]=2)[CH:14]=1)=[O:8])[CH3:5]. The catalyst class is: 17. (7) Reactant: [C:1]([N:4]1[C:13]2[C:8](=[CH:9][C:10]([N:14]3[CH2:19][CH2:18][N:17](C(OC(C)(C)C)=O)[C@@H:16]([CH3:27])[CH2:15]3)=[CH:11][CH:12]=2)[C@H:7]([NH:28][C:29]2[CH:34]=[CH:33][CH:32]=[C:31]([O:35][CH3:36])[N:30]=2)[C@@H:6]([CH3:37])[C@@H:5]1[CH:38]1[CH2:40][CH2:39]1)(=[O:3])[CH3:2].[I-].[Na+]. Product: [CH:38]1([C@H:5]2[C@H:6]([CH3:37])[C@@H:7]([NH:28][C:29]3[CH:34]=[CH:33][CH:32]=[C:31]([O:35][CH3:36])[N:30]=3)[C:8]3[C:13](=[CH:12][CH:11]=[C:10]([N:14]4[CH2:19][CH2:18][NH:17][C@@H:16]([CH3:27])[CH2:15]4)[CH:9]=3)[N:4]2[C:1](=[O:3])[CH3:2])[CH2:40][CH2:39]1. The catalyst class is: 10. (8) Reactant: [CH2:1]([O:8][C:9]1[C:10](Cl)=[N:11][CH:12]=[CH:13][CH:14]=1)[C:2]1[CH:7]=[CH:6][CH:5]=[CH:4][CH:3]=1.O.[NH2:17][NH2:18].C([O-])([O-])=O.[K+].[K+]. Product: [CH2:1]([O:8][C:9]1[C:10]([NH:17][NH2:18])=[N:11][CH:12]=[CH:13][CH:14]=1)[C:2]1[CH:7]=[CH:6][CH:5]=[CH:4][CH:3]=1. The catalyst class is: 14. (9) Reactant: C([O:5][C:6](=[O:38])[C:7]1[CH:12]=[CH:11][C:10]([CH2:13][CH2:14][CH:15]([F:37])[C:16]2[CH:21]=[C:20]([C:22](=[O:35])[NH:23][CH2:24][C:25]3[CH:30]=[CH:29][CH:28]=[C:27]([C:31]([F:34])([F:33])[F:32])[CH:26]=3)[N:19]=[C:18]([CH3:36])[CH:17]=2)=[CH:9][CH:8]=1)(C)(C)C.FC(F)(F)C(O)=O. Product: [F:37][CH:15]([C:16]1[CH:21]=[C:20]([C:22](=[O:35])[NH:23][CH2:24][C:25]2[CH:30]=[CH:29][CH:28]=[C:27]([C:31]([F:34])([F:32])[F:33])[CH:26]=2)[N:19]=[C:18]([CH3:36])[CH:17]=1)[CH2:14][CH2:13][C:10]1[CH:11]=[CH:12][C:7]([C:6]([OH:38])=[O:5])=[CH:8][CH:9]=1. The catalyst class is: 4. (10) Reactant: [CH2:1]([N:8]([CH2:15][C:16]1[CH:21]=[CH:20][CH:19]=[CH:18][CH:17]=1)[CH2:9][CH2:10][C:11]1([OH:14])[CH2:13][CH2:12]1)[C:2]1[CH:7]=[CH:6][CH:5]=[CH:4][CH:3]=1.[H-].[Na+].I[CH3:25]. Product: [CH2:15]([N:8]([CH2:1][C:2]1[CH:3]=[CH:4][CH:5]=[CH:6][CH:7]=1)[CH2:9][CH2:10][C:11]1([O:14][CH3:25])[CH2:12][CH2:13]1)[C:16]1[CH:21]=[CH:20][CH:19]=[CH:18][CH:17]=1. The catalyst class is: 1.